Dataset: Peptide-MHC class I binding affinity with 185,985 pairs from IEDB/IMGT. Task: Regression. Given a peptide amino acid sequence and an MHC pseudo amino acid sequence, predict their binding affinity value. This is MHC class I binding data. The peptide sequence is ICDDVLSKY. The MHC is HLA-A02:01 with pseudo-sequence HLA-A02:01. The binding affinity (normalized) is 0.0847.